This data is from NCI-60 drug combinations with 297,098 pairs across 59 cell lines. The task is: Regression. Given two drug SMILES strings and cell line genomic features, predict the synergy score measuring deviation from expected non-interaction effect. (1) Drug 1: CN(C)C1=NC(=NC(=N1)N(C)C)N(C)C. Drug 2: CC1CCCC2(C(O2)CC(NC(=O)CC(C(C(=O)C(C1O)C)(C)C)O)C(=CC3=CSC(=N3)C)C)C. Cell line: NCI-H322M. Synergy scores: CSS=-1.00, Synergy_ZIP=1.04, Synergy_Bliss=-0.912, Synergy_Loewe=-4.61, Synergy_HSA=-3.12. (2) Drug 1: CN(CCCl)CCCl.Cl. Drug 2: B(C(CC(C)C)NC(=O)C(CC1=CC=CC=C1)NC(=O)C2=NC=CN=C2)(O)O. Cell line: K-562. Synergy scores: CSS=72.2, Synergy_ZIP=0.999, Synergy_Bliss=1.20, Synergy_Loewe=-19.9, Synergy_HSA=1.11. (3) Drug 1: CN1CCC(CC1)COC2=C(C=C3C(=C2)N=CN=C3NC4=C(C=C(C=C4)Br)F)OC. Drug 2: COCCOC1=C(C=C2C(=C1)C(=NC=N2)NC3=CC=CC(=C3)C#C)OCCOC.Cl. Cell line: NCI-H522. Synergy scores: CSS=46.5, Synergy_ZIP=-1.54, Synergy_Bliss=7.89, Synergy_Loewe=9.51, Synergy_HSA=11.3. (4) Drug 1: CC(C)(C#N)C1=CC(=CC(=C1)CN2C=NC=N2)C(C)(C)C#N. Drug 2: CCC1=C2CN3C(=CC4=C(C3=O)COC(=O)C4(CC)O)C2=NC5=C1C=C(C=C5)O. Cell line: HT29. Synergy scores: CSS=12.8, Synergy_ZIP=2.96, Synergy_Bliss=1.60, Synergy_Loewe=-28.9, Synergy_HSA=-6.72.